This data is from Reaction yield outcomes from USPTO patents with 853,638 reactions. The task is: Predict the reaction yield, written as a fraction of the theoretical maximum amount of product (1.0 means a 100% yield; for example, 0.34 means a 34% yield). (1) The reactants are [OH:1][C:2]1[CH:3]=[CH:4][C:5]([CH3:8])=[N:6][CH:7]=1.[OH-].[K+].[CH3:11]I.O. The catalyst is CS(C)=O. The product is [CH3:11][O:1][C:2]1[CH:3]=[CH:4][C:5]([CH3:8])=[N:6][CH:7]=1. The yield is 0.590. (2) The reactants are [CH3:1][C:2]1[C:6]2[C:7](=[O:19])[N:8]([CH2:11][CH2:12][N:13]3[CH2:18][CH2:17][O:16][CH2:15][CH2:14]3)[CH2:9][CH2:10][C:5]=2[NH:4][C:3]=1[CH:20]=O.[OH:22][CH2:23][CH2:24][C:25]1[CH:33]=[CH:32][CH:31]=[C:30]2[C:26]=1[CH2:27][C:28](=[O:34])[NH:29]2. No catalyst specified. The product is [OH:22][CH2:23][CH2:24][C:25]1[CH:33]=[CH:32][CH:31]=[C:30]2[C:26]=1[C:27](=[CH:20][C:3]1[NH:4][C:5]3[CH2:10][CH2:9][N:8]([CH2:11][CH2:12][N:13]4[CH2:14][CH2:15][O:16][CH2:17][CH2:18]4)[C:7](=[O:19])[C:6]=3[C:2]=1[CH3:1])[C:28](=[O:34])[NH:29]2. The yield is 0.333. (3) The reactants are [CH3:1][O:2][C:3](=[O:11])[C:4]1[CH:9]=[CH:8][C:7]([NH2:10])=[CH:6][CH:5]=1.[CH3:12][O:13][C:14](=[O:23])[C:15]1[CH:20]=[CH:19][CH:18]=[C:17]([CH:21]=O)[CH:16]=1.[CH2:24]=[C:25]([CH3:27])[CH3:26].F[C:29](F)(F)S([O-])(=O)=O.[Yb+3].FC(F)(F)S([O-])(=O)=O.FC(F)(F)S([O-])(=O)=O. The catalyst is C(#N)C.C(OCC)(=O)C. The product is [CH2:1]([O:2][C:3]([C:4]1[CH:5]=[C:6]2[C:7](=[CH:8][CH:9]=1)[NH:10][CH:21]([C:17]1[CH:18]=[CH:19][CH:20]=[C:15]([C:14]([O:13][CH3:12])=[O:23])[CH:16]=1)[CH2:24][C:25]2([CH3:27])[CH3:26])=[O:11])[CH3:29]. The yield is 0.430. (4) The yield is 0.560. The reactants are [O:1]=[C:2]1[CH2:7][CH2:6][CH2:5][C@H:4](/[CH:8]=[CH:9]/[C:10](=[O:18])[CH2:11][C:12]2[CH:17]=[CH:16][CH:15]=[CH:14][CH:13]=2)[N:3]1[CH2:19][C:20]#[C:21][CH2:22][O:23][CH2:24][C:25]#[N:26].[H][H]. The catalyst is [Pd].CO. The product is [O:1]=[C:2]1[CH2:7][CH2:6][CH2:5][C@H:4]([CH2:8][CH2:9][C:10](=[O:18])[CH2:11][C:12]2[CH:17]=[CH:16][CH:15]=[CH:14][CH:13]=2)[N:3]1[CH2:19][CH2:20][CH2:21][CH2:22][O:23][CH2:24][C:25]#[N:26]. (5) The reactants are [Br:1][C:2]1[C:10]2[C:9]3[CH2:11][N:12]([CH2:22][C:23]([F:26])([F:25])[F:24])[C:13](=[O:21])[C@H:14]([CH2:16][C:17]([O:19]C)=[O:18])[CH2:15][C:8]=3[CH:7]=[C:6]([Br:27])[C:5]=2[NH:4][N:3]=1.O.O.[OH-].[Li+].Cl. The catalyst is CO.O1CCCC1. The product is [Br:1][C:2]1[C:10]2[C:9]3[CH2:11][N:12]([CH2:22][C:23]([F:24])([F:25])[F:26])[C:13](=[O:21])[C@H:14]([CH2:16][C:17]([OH:19])=[O:18])[CH2:15][C:8]=3[CH:7]=[C:6]([Br:27])[C:5]=2[NH:4][N:3]=1. The yield is 0.960. (6) The reactants are [CH3:1][C:2]1[CH:7]=[CH:6][C:5]([S:8]([NH:11][C:12]2[N:13]=[N:14][C:15]([C:18]([F:21])([F:20])[F:19])=[CH:16][CH:17]=2)(=[O:10])=[O:9])=[CH:4][CH:3]=1.[CH3:22][CH2:23][N:24](C(C)C)C(C)C.[OH2:31]. The catalyst is CN(C=O)C. The product is [S:8]([N:11]=[C:12]1[N:13]([CH2:22][C:23]([NH2:24])=[O:31])[N:14]=[C:15]([C:18]([F:19])([F:21])[F:20])[CH:16]=[CH:17]1)([C:5]1[CH:6]=[CH:7][C:2]([CH3:1])=[CH:3][CH:4]=1)(=[O:9])=[O:10]. The yield is 0.950. (7) The reactants are [C:1]([O-])(C)(C)C.[K+].C(OCC)(=O)CC(OCC)=O.Cl[C:19]1[C:20]([C:29]([F:32])([F:31])[F:30])=[CH:21][C:22]([N+:26]([O-:28])=[O:27])=[C:23]([NH2:25])[CH:24]=1.[OH-].[K+].Cl. The catalyst is CS(C)=O.O. The product is [CH3:1][C:19]1[C:20]([C:29]([F:32])([F:31])[F:30])=[CH:21][C:22]([N+:26]([O-:28])=[O:27])=[C:23]([NH2:25])[CH:24]=1. The yield is 0.910. (8) The reactants are [C:1]([O:5][C:6]([NH:8]/[N:9]=[C:10](\[C:17]#[C:18][Si](C)(C)C)/[CH2:11][CH2:12][CH2:13][C:14]([OH:16])=[O:15])=[O:7])([CH3:4])([CH3:3])[CH3:2].[F-].C([N+](CCCC)(CCCC)CCCC)CCC. The catalyst is C1COCC1. The product is [C:1]([O:5][C:6]([N:8]1[CH:18]=[CH:17][C:10]([CH2:11][CH2:12][CH2:13][C:14]([OH:16])=[O:15])=[N:9]1)=[O:7])([CH3:4])([CH3:3])[CH3:2]. The yield is 1.00.